This data is from Full USPTO retrosynthesis dataset with 1.9M reactions from patents (1976-2016). The task is: Predict the reactants needed to synthesize the given product. (1) Given the product [OH:3][NH:2][C:12](=[NH:13])[C:11]1[CH:14]=[C:15]([CH3:16])[C:8]([CH2:4][CH:5]([CH3:6])[CH3:7])=[N:9][CH:10]=1, predict the reactants needed to synthesize it. The reactants are: Cl.[NH2:2][OH:3].[CH2:4]([C:8]1[C:15]([CH3:16])=[CH:14][C:11]([C:12]#[N:13])=[CH:10][N:9]=1)[CH:5]([CH3:7])[CH3:6]. (2) Given the product [Na+:31].[C:1]1([C:23]2[CH:24]=[CH:25][CH:26]=[CH:27][CH:28]=2)[CH:2]=[CH:3][C:4]([CH2:7][C@@H:8]([NH:15][C:16]([O:18][C:19]([CH3:22])([CH3:20])[CH3:21])=[O:17])[CH2:9][C@@H:10]([CH3:14])[C:11]([O-:13])=[O:12])=[CH:5][CH:6]=1, predict the reactants needed to synthesize it. The reactants are: [C:1]1([C:23]2[CH:28]=[CH:27][CH:26]=[CH:25][CH:24]=2)[CH:6]=[CH:5][C:4]([CH2:7][C@@H:8]([NH:15][C:16]([O:18][C:19]([CH3:22])([CH3:21])[CH3:20])=[O:17])[CH2:9][C@@H:10]([CH3:14])[C:11]([OH:13])=[O:12])=[CH:3][CH:2]=1.C[O-].[Na+:31]. (3) Given the product [Cl:1][C:2]1[CH:7]=[C:6]([NH:8][C:9]([C:11]2[CH:16]=[C:15]([C:28]3[CH:33]=[CH:32][N:31]=[C:30]([Cl:34])[CH:29]=3)[CH:14]=[C:13]([CH3:26])[N:12]=2)=[O:10])[CH:5]=[CH:4][N:3]=1, predict the reactants needed to synthesize it. The reactants are: [Cl:1][C:2]1[CH:7]=[C:6]([NH:8][C:9]([C:11]2[CH:16]=[C:15](B3OC(C)(C)C(C)(C)O3)[CH:14]=[C:13]([CH3:26])[N:12]=2)=[O:10])[CH:5]=[CH:4][N:3]=1.Br[C:28]1[CH:33]=[CH:32][N:31]=[C:30]([Cl:34])[CH:29]=1.